From a dataset of Full USPTO retrosynthesis dataset with 1.9M reactions from patents (1976-2016). Predict the reactants needed to synthesize the given product. (1) The reactants are: [O:1]=[C:2]1[C:10]2([C:11]3[CH:16]=[CH:15][CH:14]=[CH:13][N:12]=3)[CH:5]([CH2:6][N:7]([C:17]([O:19][C:20]([CH3:23])([CH3:22])[CH3:21])=[O:18])[CH2:8][CH2:9]2)[CH2:4][O:3]1.[BH4-].[Li+]. Given the product [OH:3][CH2:4][CH:5]1[C:10]([CH2:2][OH:1])([C:11]2[CH:16]=[CH:15][CH:14]=[CH:13][N:12]=2)[CH2:9][CH2:8][N:7]([C:17]([O:19][C:20]([CH3:23])([CH3:22])[CH3:21])=[O:18])[CH2:6]1, predict the reactants needed to synthesize it. (2) Given the product [F:79][B-:69]1([F:78])[N:68]2[C:64]([CH2:63][CH2:62][C:42](=[O:43])[NH:44][CH2:45][CH2:46][N:47]3[CH2:48][CH2:49][N:50]([CH2:53]/[CH:54]=[CH:55]/[C:30](=[O:32])[N:28]4[CH2:27][CH:26]([N:10]5[C:3]6[C:2]([O:24][C:21]7[CH:20]=[CH:19][C:18]([O:11][C:12]8[CH:17]=[CH:16][CH:15]=[CH:14][CH:13]=8)=[CH:23][CH:22]=7)=[N:7][CH:6]=[N:5][C:4]=6[CH:8]=[CH:9]5)[CH2:29]4)[CH2:51][CH2:52]3)=[CH:65][CH:66]=[C:67]2[CH:72]=[C:71]2[C:73]([CH3:77])=[CH:74][C:75]([CH3:76])=[N+:70]12, predict the reactants needed to synthesize it. The reactants are: Cl[C:2]1[C:3]2[NH:10][CH:9]=[CH:8][C:4]=2[N:5]=[CH:6][N:7]=1.[O:11]([C:18]1[CH:23]=[CH:22][C:21]([OH:24])=[CH:20][CH:19]=1)[C:12]1[CH:17]=[CH:16][CH:15]=[CH:14][CH:13]=1.O[CH:26]1[CH2:29][N:28]([C:30]([O:32]C(C)(C)C)=O)[CH2:27]1.C(O[C:42]([NH:44][CH2:45][CH2:46][N:47]1[CH2:52][CH2:51][N:50]([CH2:53]/[CH:54]=[CH:55]/C(O)=O)[CH2:49][CH2:48]1)=[O:43])(C)(C)C.C([CH2:62][CH2:63][C:64]1[N:68]2[B-:69]([F:79])([F:78])[N+:70]3[C:71]([C:73]([CH3:77])=[CH:74][C:75]=3[CH3:76])=[CH:72][C:67]2=[CH:66][CH:65]=1)(O)=O. (3) Given the product [CH3:1][C:2]1([CH3:17])[O:6][C@@H:5]([C:7]2[CH:12]=[CH:11][C:10]([NH2:13])=[C:9]([CH3:16])[CH:8]=2)[CH2:4][O:3]1, predict the reactants needed to synthesize it. The reactants are: [CH3:1][C:2]1([CH3:17])[O:6][C@@H:5]([C:7]2[CH:12]=[CH:11][C:10]([N+:13]([O-])=O)=[C:9]([CH3:16])[CH:8]=2)[CH2:4][O:3]1. (4) Given the product [NH2:1][C:2]1[S:3][C:4]([C:23]2[CH:28]=[CH:27][N:26]=[C:25]([NH:72][C:62]3[CH:63]=[CH:64][C:65]([O:66][CH2:67][CH2:68][N:69]([CH3:70])[CH3:71])=[C:60]([Cl:59])[CH:61]=3)[N:24]=2)=[C:5]([C:7]2[CH:8]=[C:9]([N:13]([CH3:22])[C:14]([CH:16]3[CH2:17][CH2:18][CH2:19][CH2:20][CH2:21]3)=[O:15])[CH:10]=[CH:11][CH:12]=2)[N:6]=1, predict the reactants needed to synthesize it. The reactants are: [NH2:1][C:2]1[S:3][C:4]([C:23]2[CH:28]=[CH:27][N:26]=[C:25](Cl)[N:24]=2)=[C:5]([C:7]2[CH:8]=[C:9]([N:13]([CH3:22])[C:14]([CH:16]3[CH2:21][CH2:20][CH2:19][CH2:18][CH2:17]3)=[O:15])[CH:10]=[CH:11][CH:12]=2)[N:6]=1.NC1SC(C2NC(=O)N=CC=2)=C(C2C=C(N(C)C(C3CCCCC3)=O)C=CC=2)N=1.[Cl:59][C:60]1[CH:61]=[C:62]([NH2:72])[CH:63]=[CH:64][C:65]=1[O:66][CH2:67][CH2:68][N:69]([CH3:71])[CH3:70].C([O-])(O)=O.[Na+]. (5) Given the product [CH2:1]([O:8][C:9]1[CH:14]=[C:13]([CH:12]=[CH:11][C:10]=1[C:18]([F:19])([F:20])[F:21])[NH2:15])[C:2]1[CH:3]=[CH:4][CH:5]=[CH:6][CH:7]=1, predict the reactants needed to synthesize it. The reactants are: [CH2:1]([O:8][C:9]1[CH:14]=[C:13]([N+:15]([O-])=O)[CH:12]=[CH:11][C:10]=1[C:18]([F:21])([F:20])[F:19])[C:2]1[CH:7]=[CH:6][CH:5]=[CH:4][CH:3]=1.CCOCC.C([O-])([O-])=O.[Na+].[Na+]. (6) Given the product [Cl:2][C:3]1[CH:4]=[C:5]2[C:6]([C:19]3[CH2:24][CH2:23][N:25]([CH3:27])[CH2:21][C:20]=3[N:9]2[CH2:17][C:16]([N:52]([CH2:51][CH2:50][CH:49]([CH3:53])[CH3:48])[CH3:55])=[O:15])=[CH:7][CH:8]=1, predict the reactants needed to synthesize it. The reactants are: Cl.[Cl:2][C:3]1[CH:4]=[C:5]([NH:9]N)[CH:6]=[CH:7][CH:8]=1.BrCC([O:15][CH2:16][CH3:17])=O.Cl[C:19]1[CH:20]=[C:21]([N:25]([CH2:27]C(OCC)=O)N)C=[CH:23][CH:24]=1.C(OC(OCC)CCCNC)C.ClC1C=[C:53]2[C:49]([C:50](CCNC)=[CH:51][N:52]2[CH2:55]C(OCC)=O)=[CH:48]C=1.C=O.C(O)(C(F)(F)F)=O.ClC1C=C2C(C3CCN(C)CC=3N2CC(O)=O)=CC=1.CNCCC(C)C.CCN=C=NCCCN(C)C. (7) The reactants are: [Cl:1][CH2:2][C@H:3]1[C:11]2[C:10]3[CH:12]=[CH:13][CH:14]=[CH:15][C:9]=3[C:8]([N+:16]([O-])=O)=[CH:7][C:6]=2[N:5]([C:19]([C:21]23[CH2:25][C:23]([C:26]([O:28][C:29]([CH3:32])([CH3:31])[CH3:30])=[O:27])([CH2:24]2)[CH2:22]3)=[O:20])[CH2:4]1.C([O-])=O.[NH4+]. Given the product [NH2:16][C:8]1[C:9]2[CH:15]=[CH:14][CH:13]=[CH:12][C:10]=2[C:11]2[C@H:3]([CH2:2][Cl:1])[CH2:4][N:5]([C:19]([C:21]34[CH2:25][C:23]([C:26]([O:28][C:29]([CH3:32])([CH3:30])[CH3:31])=[O:27])([CH2:24]3)[CH2:22]4)=[O:20])[C:6]=2[CH:7]=1, predict the reactants needed to synthesize it.